This data is from Reaction yield outcomes from USPTO patents with 853,638 reactions. The task is: Predict the reaction yield, written as a fraction of the theoretical maximum amount of product (1.0 means a 100% yield; for example, 0.34 means a 34% yield). The reactants are [C:1]1([CH:7]([C:19]2[CH:24]=[CH:23][CH:22]=[CH:21][CH:20]=2)[N:8]2[CH2:11][C:10]([O:14][Si](C)(C)C)([C:12]#[N:13])[CH2:9]2)[CH:6]=[CH:5][CH:4]=[CH:3][CH:2]=1.S(=O)(=O)(O)[OH:26].[OH-].[NH4+]. The yield is 0.760. The product is [C:1]1([CH:7]([C:19]2[CH:24]=[CH:23][CH:22]=[CH:21][CH:20]=2)[N:8]2[CH2:11][C:10]([OH:14])([C:12]([NH2:13])=[O:26])[CH2:9]2)[CH:6]=[CH:5][CH:4]=[CH:3][CH:2]=1. The catalyst is ClCCl.